Dataset: Reaction yield outcomes from USPTO patents with 853,638 reactions. Task: Predict the reaction yield, written as a fraction of the theoretical maximum amount of product (1.0 means a 100% yield; for example, 0.34 means a 34% yield). (1) The reactants are [SH:1][CH2:2][CH2:3][CH2:4][CH2:5][CH2:6][CH2:7][CH2:8][CH2:9][CH2:10][CH2:11][CH2:12][O:13][CH2:14][CH2:15][O:16][CH2:17][CH2:18][O:19][CH2:20][CH2:21][OH:22].[OH-:23].[Na+].II.C(Cl)Cl. The catalyst is C1COCC1. The product is [OH:22][CH2:21][CH2:20][O:19][CH2:18][CH2:17][O:16][CH2:15][CH2:14][O:13][CH2:12][CH2:11][CH2:10][CH2:9][CH2:8][CH2:7][CH2:6][CH2:5][CH2:4][CH2:3][CH2:2][S:1][S:1][CH2:2][CH2:3][CH2:4][CH2:5][CH2:6][CH2:7][CH2:8][CH2:9][CH2:10][CH2:11][CH2:12][O:23][CH2:14][CH2:15][O:16][CH2:17][CH2:18][O:19][CH2:20][CH2:21][OH:22]. The yield is 0.540. (2) The reactants are [F:1][C:2]1[CH:3]=[C:4]([CH:6]=[C:7]([F:11])[C:8]=1[O:9][CH3:10])[NH2:5].[N:12]([O-])=O.[Na+].O.O.[Sn](Cl)Cl. The catalyst is O.Cl. The product is [F:1][C:2]1[CH:3]=[C:4]([NH:5][NH2:12])[CH:6]=[C:7]([F:11])[C:8]=1[O:9][CH3:10]. The yield is 0.670.